Dataset: Rat liver microsome stability data. Task: Regression/Classification. Given a drug SMILES string, predict its absorption, distribution, metabolism, or excretion properties. Task type varies by dataset: regression for continuous measurements (e.g., permeability, clearance, half-life) or binary classification for categorical outcomes (e.g., BBB penetration, CYP inhibition). Dataset: rlm. (1) The result is 0 (unstable in rat liver microsomes). The molecule is C=C(C)[C@@H]1CC[C@]2(NCCC3CCS(=O)(=O)CC3)CC[C@]3(C)[C@H](CC[C@@H]4[C@@]5(C)CC=C(c6ccc(C(=O)O)cc6)C(C)(C)[C@@H]5CC[C@]43C)[C@@H]12. (2) The compound is CNC(=O)c1cccc(Oc2cccc(-c3c(C)cnc4c(Cl)cccc34)c2)c1. The result is 1 (stable in rat liver microsomes). (3) The compound is COc1ccc2c(C=C(C)C(=O)c3cc(OC)c(OC)c(OC)c3)c[nH]c2c1. The result is 0 (unstable in rat liver microsomes). (4) The compound is O=C(/C=C/c1cccc(S(=O)(=O)Nc2ccccc2)c1)NO. The result is 1 (stable in rat liver microsomes). (5) The molecule is Cc1nc(Sc2nnnn2C)c2c(-c3ccccc3)csc2n1. The result is 1 (stable in rat liver microsomes). (6) The compound is C=C(C)[C@@H]1CC[C@]2(C(=O)N(C)CCN(C)C)CC[C@]3(C)[C@H](CC[C@@H]4[C@@]5(C)CC=C(c6ccc(C(=O)O)cc6)C(C)(C)[C@@H]5CC[C@]43C)[C@@H]12. The result is 0 (unstable in rat liver microsomes). (7) The molecule is CN(C)Cc1ccc2c(NCc3ccc(NC(=O)c4ccc(F)cc4)cc3)nc(N(C)C)nc2c1. The result is 1 (stable in rat liver microsomes). (8) The result is 0 (unstable in rat liver microsomes). The molecule is CCn1cnc2ccc(-c3ccc(Cl)cc3Cl)c(CN)c21. (9) The molecule is Cc1ccc(NC(=O)[C@H](CC2CCC(F)(F)CC2)n2ccc(S(=O)(=O)C(C)C)cc2=O)nc1. The result is 0 (unstable in rat liver microsomes). (10) The compound is CN(C)CCNCCn1ccc2c(N3CCOCC3)nc(-c3ccc(NC(=O)Nc4ccncc4)cc3)nc21. The result is 1 (stable in rat liver microsomes).